This data is from Reaction yield outcomes from USPTO patents with 853,638 reactions. The task is: Predict the reaction yield, written as a fraction of the theoretical maximum amount of product (1.0 means a 100% yield; for example, 0.34 means a 34% yield). (1) The reactants are [N+](C1C=CC=CC=1S([N:13]([CH2:33][C:34]1[CH:39]=[CH:38][CH:37]=[CH:36][N:35]=1)[CH2:14][C:15]1[CH:20]=[CH:19][C:18]([CH2:21][NH:22][CH:23]2[C:32]3[N:31]=[CH:30][CH:29]=[CH:28][C:27]=3[CH2:26][CH2:25][CH2:24]2)=[CH:17][CH:16]=1)(=O)=O)([O-])=O.C([O-])([O-])=O.[K+].[K+].[CH2:46](Br)[C:47]1[CH:52]=[CH:51][CH:50]=[CH:49][CH:48]=1. The catalyst is CC#N. The product is [N:35]1[CH:36]=[CH:37][CH:38]=[CH:39][C:34]=1[CH2:33][NH:13][CH2:14][C:15]1[CH:20]=[CH:19][C:18]([CH2:21][N:22]([CH2:46][C:47]2[CH:52]=[CH:51][CH:50]=[CH:49][CH:48]=2)[CH:23]2[C:32]3[N:31]=[CH:30][CH:29]=[CH:28][C:27]=3[CH2:26][CH2:25][CH2:24]2)=[CH:17][CH:16]=1. The yield is 0.440. (2) The reactants are [CH:1]1([CH2:4][O:5][NH:6][C:7]([C:9]2[C:27]([NH:28][C:29]3[CH:34]=[CH:33][C:32]([Br:35])=[CH:31][C:30]=3[CH3:36])=[C:26]([F:37])[C:12]3[N:13]=[CH:14][N:15]([CH2:16][CH2:17][CH2:18][CH2:19][N:20]4[CH2:25][CH2:24][S:23][CH2:22][CH2:21]4)[C:11]=3[CH:10]=2)=[O:8])[CH2:3][CH2:2]1.[OH2:38].CC(C)=O.C[OH:44].C[N+]1([O-])CCOCC1. The catalyst is S([O-])([O-])(=O)=S.[Na+].[Na+].C(OCC)(=O)C.[Os](=O)(=O)(=O)=O. The product is [CH:1]1([CH2:4][O:5][NH:6][C:7]([C:9]2[C:27]([NH:28][C:29]3[CH:34]=[CH:33][C:32]([Br:35])=[CH:31][C:30]=3[CH3:36])=[C:26]([F:37])[C:12]3[N:13]=[CH:14][N:15]([CH2:16][CH2:17][CH2:18][CH2:19][N:20]4[CH2:25][CH2:24][S:23](=[O:44])(=[O:38])[CH2:22][CH2:21]4)[C:11]=3[CH:10]=2)=[O:8])[CH2:3][CH2:2]1. The yield is 0.710. (3) The reactants are [NH2:1][C:2]1[CH:3]=[C:4]([CH:8]=[CH:9][C:10]=1[Cl:11])[C:5]([OH:7])=O.[CH2:12]1[C@H:21]2[C@H:16]([CH2:17][CH2:18][C:19]3[CH:25]=[CH:24][CH:23]=[CH:22][C:20]=32)[NH:15][CH2:14][CH2:13]1.F[P-](F)(F)(F)(F)F.N1(OC(N(C)C)=[N+](C)C)C2N=CC=CC=2N=N1. No catalyst specified. The product is [NH2:1][C:2]1[CH:3]=[C:4]([C:5]([N:15]2[C@@H:16]3[C@@H:21]([C:20]4[CH:22]=[CH:23][CH:24]=[CH:25][C:19]=4[CH2:18][CH2:17]3)[CH2:12][CH2:13][CH2:14]2)=[O:7])[CH:8]=[CH:9][C:10]=1[Cl:11]. The yield is 0.460. (4) The reactants are [NH:1]([C:3]([C:5]1[CH:10]=[CH:9][N:8]=[C:7]([NH:11][C:12](=[O:18])[O:13][C:14]([CH3:17])([CH3:16])[CH3:15])[CH:6]=1)=[O:4])[NH2:2].[CH2:19](N(CC)CC)[CH3:20].C(Cl)(=O)C.C1(C)C=CC(S(Cl)(=O)=O)=CC=1. The catalyst is O1CCCC1.O. The product is [CH3:19][C:20]1[O:4][C:3]([C:5]2[CH:10]=[CH:9][N:8]=[C:7]([NH:11][C:12](=[O:18])[O:13][C:14]([CH3:15])([CH3:17])[CH3:16])[CH:6]=2)=[N:1][N:2]=1. The yield is 0.410.